This data is from NCI-60 drug combinations with 297,098 pairs across 59 cell lines. The task is: Regression. Given two drug SMILES strings and cell line genomic features, predict the synergy score measuring deviation from expected non-interaction effect. (1) Drug 1: CS(=O)(=O)C1=CC(=C(C=C1)C(=O)NC2=CC(=C(C=C2)Cl)C3=CC=CC=N3)Cl. Drug 2: CC(C)CN1C=NC2=C1C3=CC=CC=C3N=C2N. Cell line: UO-31. Synergy scores: CSS=2.03, Synergy_ZIP=-8.99, Synergy_Bliss=-17.5, Synergy_Loewe=-16.8, Synergy_HSA=-17.3. (2) Drug 1: C1CN1P(=S)(N2CC2)N3CC3. Drug 2: CCC(=C(C1=CC=CC=C1)C2=CC=C(C=C2)OCCN(C)C)C3=CC=CC=C3.C(C(=O)O)C(CC(=O)O)(C(=O)O)O. Cell line: NCI-H226. Synergy scores: CSS=12.3, Synergy_ZIP=-2.14, Synergy_Bliss=1.26, Synergy_Loewe=-1.86, Synergy_HSA=0.316. (3) Drug 1: CCCS(=O)(=O)NC1=C(C(=C(C=C1)F)C(=O)C2=CNC3=C2C=C(C=N3)C4=CC=C(C=C4)Cl)F. Drug 2: CCC1(CC2CC(C3=C(CCN(C2)C1)C4=CC=CC=C4N3)(C5=C(C=C6C(=C5)C78CCN9C7C(C=CC9)(C(C(C8N6C=O)(C(=O)OC)O)OC(=O)C)CC)OC)C(=O)OC)O.OS(=O)(=O)O. Cell line: COLO 205. Synergy scores: CSS=63.8, Synergy_ZIP=11.1, Synergy_Bliss=10.2, Synergy_Loewe=5.68, Synergy_HSA=10.7. (4) Drug 1: CN1CCC(CC1)COC2=C(C=C3C(=C2)N=CN=C3NC4=C(C=C(C=C4)Br)F)OC. Drug 2: CCN(CC)CCNC(=O)C1=C(NC(=C1C)C=C2C3=C(C=CC(=C3)F)NC2=O)C. Cell line: SW-620. Synergy scores: CSS=5.68, Synergy_ZIP=-0.355, Synergy_Bliss=-1.47, Synergy_Loewe=-3.61, Synergy_HSA=-3.68.